Dataset: Full USPTO retrosynthesis dataset with 1.9M reactions from patents (1976-2016). Task: Predict the reactants needed to synthesize the given product. (1) Given the product [CH3:9][O:10][C:11]1[CH:16]=[CH:15][CH:14]=[CH:13][C:12]=1[C:5]1[N:6]=[CH:7][C:2]([NH2:1])=[N:3][CH:4]=1, predict the reactants needed to synthesize it. The reactants are: [NH2:1][C:2]1[CH:7]=[N:6][C:5](Br)=[CH:4][N:3]=1.[CH3:9][O:10][C:11]1[CH:16]=[CH:15][CH:14]=[CH:13][C:12]=1B(O)O.C(=O)([O-])[O-].[K+].[K+]. (2) Given the product [OH:1][C:2]1[CH:7]=[CH:6][CH:5]=[CH:4][C:3]=1[C:8](/[C:9](=[CH:18]\[C:19]1[CH:24]=[CH:23][CH:22]=[CH:21][CH:20]=1)/[C:10]([O:12][C:13]([CH3:14])([CH3:16])[CH3:15])=[O:11])=[O:17], predict the reactants needed to synthesize it. The reactants are: [OH:1][C:2]1[CH:7]=[CH:6][CH:5]=[CH:4][C:3]=1[C:8](=[O:17])[CH2:9][C:10]([O:12][C:13]([CH3:16])([CH3:15])[CH3:14])=[O:11].[CH:18](=O)[C:19]1[CH:24]=[CH:23][CH:22]=[CH:21][CH:20]=1. (3) The reactants are: Br[C:2]1[C:10]2[CH:9]=[C:8]([C:11]([O:13][CH3:14])=[O:12])[S:7][C:6]=2[CH:5]=[CH:4][CH:3]=1.[CH3:15]B(O)O.P([O-])([O-])([O-])=O.[K+].[K+].[K+].O1CCOCC1. Given the product [CH3:15][C:2]1[C:10]2[CH:9]=[C:8]([C:11]([O:13][CH3:14])=[O:12])[S:7][C:6]=2[CH:5]=[CH:4][CH:3]=1, predict the reactants needed to synthesize it. (4) The reactants are: [CH3:1][C:2]1[CH:8]=[CH:7][C:6]([N+:9]([O-:11])=[O:10])=[CH:5][C:3]=1[NH2:4].[N:12]#[C:13][NH2:14].Cl.[N+:16]([O-:19])([OH:18])=[O:17]. Given the product [N+:16]([O-:19])([OH:18])=[O:17].[CH3:1][C:2]1[CH:8]=[CH:7][C:6]([N+:9]([O-:11])=[O:10])=[CH:5][C:3]=1[NH:4][C:13]([NH2:14])=[NH:12], predict the reactants needed to synthesize it. (5) Given the product [Cl:12][C:8]1[CH:7]=[C:6]([C:2]([NH2:1])([CH3:5])[CH2:3][NH2:4])[CH:11]=[CH:10][CH:9]=1, predict the reactants needed to synthesize it. The reactants are: [NH2:1][C:2]([C:6]1[CH:11]=[CH:10][CH:9]=[C:8]([Cl:12])[CH:7]=1)([CH3:5])[C:3]#[N:4].CC(C[AlH]CC(C)C)C. (6) Given the product [CH2:12]([O:19][C:20]1[CH:25]=[CH:24][C:23]([C:2]2[C:3]([OH:11])=[CH:4][CH:5]=[CH:6][C:7]=2[N+:8]([O-:10])=[O:9])=[CH:22][CH:21]=1)[C:13]1[CH:18]=[CH:17][CH:16]=[CH:15][CH:14]=1, predict the reactants needed to synthesize it. The reactants are: Br[C:2]1[C:7]([N+:8]([O-:10])=[O:9])=[CH:6][CH:5]=[CH:4][C:3]=1[OH:11].[CH2:12]([O:19][C:20]1[CH:25]=[CH:24][C:23](B(O)O)=[CH:22][CH:21]=1)[C:13]1[CH:18]=[CH:17][CH:16]=[CH:15][CH:14]=1.C([O-])([O-])=O.[Na+].[Na+]. (7) The reactants are: [OH:1][C:2]1[C:9]([CH:10]([CH3:12])[CH3:11])=[CH:8][CH:7]=[CH:6][C:3]=1[CH:4]=[O:5].[CH2:13](Br)[C:14]1[CH:19]=[CH:18][CH:17]=[CH:16][CH:15]=1.C(=O)([O-])[O-].[K+].[K+].Cl. Given the product [CH2:13]([O:1][C:2]1[C:9]([CH:10]([CH3:12])[CH3:11])=[CH:8][CH:7]=[CH:6][C:3]=1[CH:4]=[O:5])[C:14]1[CH:19]=[CH:18][CH:17]=[CH:16][CH:15]=1, predict the reactants needed to synthesize it. (8) Given the product [NH2:25][CH2:24][CH2:23][CH2:22][CH2:21][C:20]([N:19]([CH2:34][CH2:35][CH2:36][CH2:37][CH2:38][CH2:39][CH2:40][CH2:41]/[CH:42]=[CH:43]\[CH2:44]/[CH:45]=[CH:46]\[CH2:47][CH2:48][CH2:49][CH2:50][CH3:51])[CH2:1][CH2:2][CH2:3][CH2:4][CH2:5][CH2:6][CH2:7][CH2:8]/[CH:9]=[CH:10]\[CH2:11]/[CH:12]=[CH:13]\[CH2:14][CH2:15][CH2:16][CH2:17][CH3:18])=[O:33], predict the reactants needed to synthesize it. The reactants are: [CH2:1]([N:19]([CH2:34][CH2:35][CH2:36][CH2:37][CH2:38][CH2:39][CH2:40][CH2:41]/[CH:42]=[CH:43]\[CH2:44]/[CH:45]=[CH:46]\[CH2:47][CH2:48][CH2:49][CH2:50][CH3:51])[C:20](=[O:33])[CH2:21][CH2:22][CH2:23][CH2:24][NH:25]C(=O)OC(C)(C)C)[CH2:2][CH2:3][CH2:4][CH2:5][CH2:6][CH2:7][CH2:8]/[CH:9]=[CH:10]\[CH2:11]/[CH:12]=[CH:13]\[CH2:14][CH2:15][CH2:16][CH2:17][CH3:18].FC(F)(F)C(O)=O.C(=O)([O-])O.[Na+]. (9) Given the product [N:1]12[CH2:10][CH:5]3[CH2:6][CH:7]([CH2:9][CH:3]([C@@H:4]3[NH:11][C:18](=[O:19])[C:17]3[CH:21]=[CH:22][CH:23]=[C:15]([O:14][C:13]([F:12])([F:24])[F:25])[CH:16]=3)[CH2:2]1)[CH2:8]2, predict the reactants needed to synthesize it. The reactants are: [N:1]12[CH2:10][CH:5]3[CH2:6][CH:7]([CH2:9][CH:3]([C@@H:4]3[NH2:11])[CH2:2]1)[CH2:8]2.[F:12][C:13]([F:25])([F:24])[O:14][C:15]1[CH:16]=[C:17]([CH:21]=[CH:22][CH:23]=1)[C:18](O)=[O:19].N.